Dataset: Experimentally validated miRNA-target interactions with 360,000+ pairs, plus equal number of negative samples. Task: Binary Classification. Given a miRNA mature sequence and a target amino acid sequence, predict their likelihood of interaction. The miRNA is hsa-miR-5680 with sequence GAGAAAUGCUGGACUAAUCUGC. The protein sequence of the target gene is MAAAAGRLLWSSVARHASAISRSISASTVLRPVASRRTCLTDILWSASAQGKSAFSTSSSFHTPAVTQHAPYFKGTAVVNGEFKELSLDDFKGKYLVLFFYPLDFTFVCPTEIVAFSDKANEFHDVNCEVVAVSVDSHFSHLAWINTPRKNGGLGHMNITLLSDITKQISRDYGVLLESAGIALRGLFIIDPNGVVKHLSVNDLPVGRSVEETLRLVKAFQFVETHGEVCPANWTPESPTIKPSPTASKEYFEKVHQ. Result: 0 (no interaction).